Dataset: Reaction yield outcomes from USPTO patents with 853,638 reactions. Task: Predict the reaction yield, written as a fraction of the theoretical maximum amount of product (1.0 means a 100% yield; for example, 0.34 means a 34% yield). (1) The catalyst is O1CCOCC1. The reactants are [F:1][C:2]1[CH:10]=[C:9]2[C:5]([C:6]([C:13]3[CH:14]=[CH:15][C:16]4[S:20](=[O:22])(=[O:21])[N:19]([CH:23]5[CH2:26][N:25]([CH3:27])[CH2:24]5)[CH2:18][C:17]=4[CH:28]=3)=[CH:7][N:8]2CO)=[CH:4][CH:3]=1.N.O. The product is [F:1][C:2]1[CH:10]=[C:9]2[C:5]([C:6]([C:13]3[CH:14]=[CH:15][C:16]4[S:20](=[O:21])(=[O:22])[N:19]([CH:23]5[CH2:26][N:25]([CH3:27])[CH2:24]5)[CH2:18][C:17]=4[CH:28]=3)=[CH:7][NH:8]2)=[CH:4][CH:3]=1. The yield is 0.260. (2) The reactants are [NH2:1][C:2]1[CH:7]=[CH:6][C:5]([SH:8])=[CH:4][CH:3]=1.Cl.Cl[C:11]1[CH:16]=[CH:15][N:14]=[CH:13][CH:12]=1.C(=O)([O-])[O-].[K+].[K+]. The catalyst is CN(C=O)C.C(OCC)(=O)C.O. The product is [N:14]1[CH:15]=[CH:16][C:11]([S:8][C:5]2[CH:6]=[CH:7][C:2]([NH2:1])=[CH:3][CH:4]=2)=[CH:12][CH:13]=1. The yield is 0.780. (3) The reactants are [C:1]([O:5][C:6]([NH:8][C@@H:9]([CH2:37][C:38]1[CH:43]=[CH:42][CH:41]=[CH:40][CH:39]=1)[C@@H:10]([O:29][Si](C(C)(C)C)(C)C)[CH2:11][CH:12]([CH2:16][C:17]1[CH:22]=[CH:21][C:20]([C:23]2[CH:28]=[CH:27][CH:26]=[CH:25][N:24]=2)=[CH:19][CH:18]=1)C(O)=O)=[O:7])([CH3:4])([CH3:3])[CH3:2].C1C=CC(P(N=[N+]=[N-])(C2C=CC=CC=2)=[O:51])=CC=1.C([N:63]([CH2:66]C)CC)C.[CH2:68]([OH:75])[C:69]1[CH:74]=[CH:73][CH:72]=[CH:71][CH:70]=1. The catalyst is C1(C)C=CC=CC=1. The product is [C:1]([O:5][C:6]([NH:8][C@@H:9]([CH2:37][C:38]1[CH:43]=[CH:42][CH:41]=[CH:40][CH:39]=1)[C@@H:10]([OH:29])[CH2:11][C@H:12]([NH:63][C:66](=[O:51])[O:75][CH2:68][C:69]1[CH:74]=[CH:73][CH:72]=[CH:71][CH:70]=1)[CH2:16][C:17]1[CH:22]=[CH:21][C:20]([C:23]2[CH:28]=[CH:27][CH:26]=[CH:25][N:24]=2)=[CH:19][CH:18]=1)=[O:7])([CH3:3])([CH3:2])[CH3:4]. The yield is 0.230. (4) The reactants are [CH2:1]([C:5]1[N:10]2[N:11]=[CH:12][N:13]=[C:9]2[N:8]([CH:14]2[CH2:23][CH2:22][C:17]3(OCC[O:18]3)[CH2:16][CH2:15]2)[C:7](=[O:24])[C:6]=1[CH2:25][C:26]1[CH:31]=[CH:30][C:29]([C:32]2[C:33]([C:38]#[N:39])=[CH:34][CH:35]=[CH:36][CH:37]=2)=[CH:28][CH:27]=1)[CH2:2][CH2:3][CH3:4].Cl.O1CCCC1.[BH4-].[Na+]. The catalyst is C(OCC)(=O)C.CO. The product is [CH2:1]([C:5]1[N:10]2[N:11]=[CH:12][N:13]=[C:9]2[N:8]([CH:14]2[CH2:23][CH2:22][CH:17]([OH:18])[CH2:16][CH2:15]2)[C:7](=[O:24])[C:6]=1[CH2:25][C:26]1[CH:31]=[CH:30][C:29]([C:32]2[C:33]([C:38]#[N:39])=[CH:34][CH:35]=[CH:36][CH:37]=2)=[CH:28][CH:27]=1)[CH2:2][CH2:3][CH3:4]. The yield is 1.00. (5) The reactants are [C:1]([C:5]1[CH:10]=[CH:9][C:8]([N:11]2[C:15](=[O:16])[C:14](=[C:17]([NH:19][NH:20][C:21]([C:23]3[S:24][C:25]([C:28]([O:30]C)=[O:29])=[CH:26][CH:27]=3)=[O:22])[CH3:18])[C:13]([CH3:32])=[N:12]2)=[CH:7][CH:6]=1)([CH3:4])([CH3:3])[CH3:2].[OH-].[Na+].Cl. The catalyst is CO. The product is [C:1]([C:5]1[CH:6]=[CH:7][C:8]([N:11]2[C:15](=[O:16])[C:14](=[C:17]([NH:19][NH:20][C:21]([C:23]3[S:24][C:25]([C:28]([OH:30])=[O:29])=[CH:26][CH:27]=3)=[O:22])[CH3:18])[C:13]([CH3:32])=[N:12]2)=[CH:9][CH:10]=1)([CH3:2])([CH3:3])[CH3:4]. The yield is 0.470. (6) The reactants are [C:1](=[C:4]1[CH2:9][CH2:8][CH2:7][N:6]([CH2:10][C:11]2[CH:16]=[CH:15][C:14]([O:17][CH3:18])=[CH:13][CH:12]=2)[CH2:5]1)([CH3:3])[CH3:2].[H][H].C(C1C=CC(OC2[CH:35]=[CH:34][C:31]([C:32]#[N:33])=[CH:30][N:29]=2)=CC=1)=O.[BH3-]C#N.[Na+].CC(O)=[O:44].CO. The catalyst is [OH-].[OH-].[Pd+2].C(O)C. The product is [CH:1]([CH:4]1[CH2:9][CH2:8][CH2:7][N:6]([CH2:10][C:11]2[CH:16]=[CH:15][C:14]([O:17][C:18]3[CH:35]=[CH:34][C:31]([C:32]([NH2:33])=[O:44])=[CH:30][N:29]=3)=[CH:13][CH:12]=2)[CH2:5]1)([CH3:3])[CH3:2]. The yield is 0.110. (7) The reactants are [CH3:1][C@:2]12[C@@:19]3([CH3:20])[C@@H:10]([C@:11]4([CH3:32])[C@@H:16]([CH2:17][CH2:18]3)[C:15]([CH3:22])([CH3:21])[C:14]([C:23]3[CH:31]=[CH:30][C:26]([C:27]([OH:29])=[O:28])=[CH:25][CH:24]=3)=[CH:13][CH2:12]4)[CH2:9][CH2:8][C@@H:7]1[C@H:6]1[C@H:33]([C:36]([CH3:38])=[CH2:37])[CH2:34][CH2:35][C@:5]1([NH:39][CH2:40][CH2:41][NH:42][C:43]1[N:44]=N[C:46]([CH3:49])=[CH:47][CH:48]=1)[CH2:4][CH2:3]2.BrC1C=CC=[C:53]([S:57]C)N=1.C(O)(C(F)(F)F)=O. No catalyst specified. The product is [CH3:1][C@:2]12[C@@:19]3([CH3:20])[C@@H:10]([C@:11]4([CH3:32])[C@@H:16]([CH2:17][CH2:18]3)[C:15]([CH3:21])([CH3:22])[C:14]([C:23]3[CH:31]=[CH:30][C:26]([C:27]([OH:29])=[O:28])=[CH:25][CH:24]=3)=[CH:13][CH2:12]4)[CH2:9][CH2:8][C@@H:7]1[C@H:6]1[C@H:33]([C:36]([CH3:38])=[CH2:37])[CH2:34][CH2:35][C@:5]1([NH:39][CH2:40][CH2:41][NH:42][C:43]1[CH:48]=[CH:47][CH:46]=[C:49]([S:57][CH3:53])[N:44]=1)[CH2:4][CH2:3]2. The yield is 0.120.